Dataset: Full USPTO retrosynthesis dataset with 1.9M reactions from patents (1976-2016). Task: Predict the reactants needed to synthesize the given product. (1) Given the product [CH2:17]([O:16][C:14]([C:3]1([CH2:2][OH:1])[CH2:4][N:5]([C:7](=[O:9])[C:27]2[CH:32]=[CH:31][CH:30]=[CH:29][CH:28]=2)[CH2:6]1)=[O:15])[CH3:18], predict the reactants needed to synthesize it. The reactants are: [OH:1][CH2:2][C:3]1([C:14]([O:16][CH2:17][CH3:18])=[O:15])[CH2:6][N:5]([C:7]([O:9]C(C)(C)C)=O)[CH2:4]1.C(N(CC)CC)C.C(Cl)(=O)[C:27]1[CH:32]=[CH:31][CH:30]=[CH:29][CH:28]=1. (2) Given the product [ClH:12].[F:23][C:22]([F:24])([F:25])[C:18]1[CH:17]=[C:16]([O:15][C:13]([N:9]2[CH2:10][CH2:11][N:6]([CH:3]([CH2:4][CH3:5])[CH2:1][CH3:2])[CH2:7][CH2:8]2)=[O:14])[CH:21]=[CH:20][CH:19]=1, predict the reactants needed to synthesize it. The reactants are: [CH2:1]([CH:3]([N:6]1[CH2:11][CH2:10][NH:9][CH2:8][CH2:7]1)[CH2:4][CH3:5])[CH3:2].[Cl:12][C:13]([O:15][C:16]1[CH:21]=[CH:20][CH:19]=[C:18]([C:22]([F:25])([F:24])[F:23])[CH:17]=1)=[O:14]. (3) Given the product [F:1][C:2]1[CH:7]=[CH:6][C:5]([CH3:8])=[CH:4][C:3]=1[CH2:9][C:10]1[NH:14][CH2:13][CH2:12][N:11]=1, predict the reactants needed to synthesize it. The reactants are: [F:1][C:2]1[CH:7]=[CH:6][C:5]([CH3:8])=[CH:4][C:3]=1[CH2:9][C:10]#[N:11].[CH2:12](N)[CH2:13][NH2:14]. (4) Given the product [NH3:4].[CH2:16]([N:23]1[CH:27]=[C:26]([C:2]2[C:11]3[C:6](=[CH:7][C:8]([O:14][CH3:15])=[C:9]([O:12][CH3:13])[CH:10]=3)[N:5]=[N:4][CH:3]=2)[CH:25]=[N:24]1)[C:17]1[CH:22]=[CH:21][CH:20]=[CH:19][CH:18]=1, predict the reactants needed to synthesize it. The reactants are: Br[C:2]1[C:11]2[C:6](=[CH:7][C:8]([O:14][CH3:15])=[C:9]([O:12][CH3:13])[CH:10]=2)[N:5]=[N:4][CH:3]=1.[CH2:16]([N:23]1[CH:27]=[C:26](B(O)O)[CH:25]=[N:24]1)[C:17]1[CH:22]=[CH:21][CH:20]=[CH:19][CH:18]=1.C(=O)([O-])[O-].[Na+].[Na+]. (5) Given the product [N:13]1([NH:25][C:2]([Cl:1])=[O:4])[C:22]2[C:17](=[CH:18][CH:19]=[CH:20][CH:21]=2)[CH2:16][CH2:15][CH2:14]1, predict the reactants needed to synthesize it. The reactants are: [Cl:1][C:2](Cl)([O:4]C(=O)OC(Cl)(Cl)Cl)Cl.[NH:13]1[C:22]2[C:17](=[CH:18][CH:19]=[CH:20][CH:21]=2)[CH2:16][CH2:15][CH2:14]1.C([N:25](CC)CC)C.C(=O)([O-])O.[Na+]. (6) Given the product [S:30]1[C:26]([NH:25][S:22]([C:20]2[C:19]([F:31])=[CH:18][C:17]3[N:13]([CH2:12][C:9]4[CH:8]=[CH:7][CH:6]=[C:5]5[C:10]=4[CH2:11][CH:2]([NH:1][C:47](=[O:49])[CH3:48])[CH2:3][CH2:4]5)[C:14](=[O:32])[O:15][C:16]=3[CH:21]=2)(=[O:24])=[O:23])=[N:27][CH:28]=[N:29]1, predict the reactants needed to synthesize it. The reactants are: [NH2:1][CH:2]1[CH2:11][C:10]2[C:9]([CH2:12][N:13]3[C:17]4[CH:18]=[C:19]([F:31])[C:20]([S:22]([NH:25][C:26]5[S:30][N:29]=[CH:28][N:27]=5)(=[O:24])=[O:23])=[CH:21][C:16]=4[O:15][C:14]3=[O:32])=[CH:8][CH:7]=[CH:6][C:5]=2[CH2:4][CH2:3]1.C1C=CC2N(O)N=NC=2C=1.C(Cl)CCl.[C:47](O)(=[O:49])[CH3:48].CCN(C(C)C)C(C)C. (7) Given the product [CH3:17][C:9]([C:11]1[CH:16]=[CH:15][CH:14]=[CH:13][N:12]=1)([CH3:10])[C@H:8]([C:18]1[CH:23]=[CH:22][CH:21]=[CH:20][CH:19]=1)[NH2:7], predict the reactants needed to synthesize it. The reactants are: CC([S@]([NH:7][C@@H:8]([C:18]1[CH:23]=[CH:22][CH:21]=[CH:20][CH:19]=1)[C:9]([CH3:17])([C:11]1[CH:16]=[CH:15][CH:14]=[CH:13][N:12]=1)[CH3:10])=O)(C)C.Cl.O1CCOCC1.CO.[OH-].[Na+]. (8) Given the product [CH3:14][N:15]([CH3:16])[C:2]1[C:11]2[C:6](=[CH:7][CH:8]=[C:9]([CH:12]=[O:13])[CH:10]=2)[N:5]=[CH:4][N:3]=1, predict the reactants needed to synthesize it. The reactants are: Cl[C:2]1[C:11]2[C:6](=[CH:7][CH:8]=[C:9]([CH:12]=[O:13])[CH:10]=2)[N:5]=[CH:4][N:3]=1.[CH3:14][NH:15][CH3:16].O. (9) Given the product [NH:15]1[C:16]2[CH:21]=[CH:20][CH:19]=[CH:18][C:17]=2[N:13]=[C:14]1[CH:10]([NH:11][C:12]([NH:25][C@H:26]1[CH2:31][CH2:30][C@H:29]([OH:32])[CH2:28][CH2:27]1)=[O:22])[CH2:9][C:8]1[CH:23]=[CH:24][C:5]([C:2]([F:1])([F:4])[CH3:3])=[CH:6][CH:7]=1, predict the reactants needed to synthesize it. The reactants are: [F:1][C:2]([C:5]1[CH:24]=[CH:23][C:8]([CH2:9][CH:10]2[C:14]3=[N:15][C:16]4[CH:21]=[CH:20][CH:19]=[CH:18][C:17]=4[N:13]3[C:12](=[O:22])[NH:11]2)=[CH:7][CH:6]=1)([F:4])[CH3:3].[NH2:25][C@H:26]1[CH2:31][CH2:30][C@H:29]([OH:32])[CH2:28][CH2:27]1.C(O)(C(F)(F)F)=O.